Task: Predict the reaction yield, written as a fraction of the theoretical maximum amount of product (1.0 means a 100% yield; for example, 0.34 means a 34% yield).. Dataset: Reaction yield outcomes from USPTO patents with 853,638 reactions (1) The reactants are [CH3:1][S:2]([C:5]1[CH:6]=[C:7]2[C:12](=[CH:13][CH:14]=1)[CH:11]=[C:10]([NH:15][C:16](=[O:22])[O:17][C:18]([CH3:21])([CH3:20])[CH3:19])[CH:9]=[CH:8]2)(=[O:4])=[O:3].C1C(=O)N([Br:30])C(=O)C1. The catalyst is CC#N. The product is [Br:30][C:11]1[C:12]2[C:7](=[CH:6][C:5]([S:2]([CH3:1])(=[O:3])=[O:4])=[CH:14][CH:13]=2)[CH:8]=[CH:9][C:10]=1[NH:15][C:16](=[O:22])[O:17][C:18]([CH3:19])([CH3:21])[CH3:20]. The yield is 0.860. (2) The product is [CH3:35][C:36]1[N:37]([CH2:47][C:48]([O:50][CH2:51][CH3:52])=[O:49])[C:38]2[CH2:39][CH2:40][C:41]([CH3:46])([CH3:45])[CH2:42][C:43]=2[C:44]=1[S:17][C:18]1[CH:23]=[CH:22][CH:21]=[CH:20][C:19]=1[S:24]([N:27]1[CH2:28][CH2:29][O:30][CH2:31][CH2:32]1)(=[O:25])=[O:26]. The catalyst is CN(C)C=O.O. The yield is 0.620. The reactants are [O:30]1[CH2:29][CH2:28][N:27]([S:24]([C:19]2[CH:20]=[CH:21][CH:22]=[CH:23][C:18]=2[S:17][S:17][C:18]2[CH:23]=[CH:22][CH:21]=[CH:20][C:19]=2[S:24]([N:27]2[CH2:32][CH2:31][O:30][CH2:29][CH2:28]2)(=[O:26])=[O:25])(=[O:25])=[O:26])[CH2:32][CH2:31]1.II.[CH3:35][C:36]1[N:37]([CH2:47][C:48]([O:50][CH2:51][CH3:52])=[O:49])[C:38]2[CH2:39][CH2:40][C:41]([CH3:46])([CH3:45])[CH2:42][C:43]=2[CH:44]=1. (3) The reactants are [Cl:1][C:2]1[CH:3]=[C:4]([C:9]2[S:10][CH:11]=[C:12]([C:15](=[N:17][NH2:18])[CH3:16])[C:13]=2[OH:14])[CH:5]=[CH:6][C:7]=1[Cl:8].[N:19]([CH2:22][C:23]([O:25][CH3:26])=[O:24])=[C:20]=[S:21].CO.O. The catalyst is CN(C)C=O. The product is [Cl:1][C:2]1[CH:3]=[C:4]([C:9]2[S:10][CH:11]=[C:12]([C:15](=[N:17][NH:18][C:20]([NH:19][CH2:22][C:23]([O:25][CH3:26])=[O:24])=[S:21])[CH3:16])[C:13]=2[OH:14])[CH:5]=[CH:6][C:7]=1[Cl:8]. The yield is 0.00720. (4) The reactants are Br[C:2]1[CH:3]=[CH:4][C:5]2[N:6]([C:15]3[CH:20]=[CH:19][CH:18]=[CH:17][CH:16]=3)[C:7]3[C:12]([C:13]=2[CH:14]=1)=[CH:11][CH:10]=[CH:9][CH:8]=3.C([Li])CCC.[B:26](OC)([O:29]C)[O:27]C.Cl. The catalyst is CCCCCC.O1CCCC1. The product is [C:7]1([N:6]2[C:5]3[CH:13]=[CH:14][C:2]([B:26]([OH:29])[OH:27])=[CH:3][C:4]=3[C:20]3[C:15]2=[CH:16][CH:17]=[CH:18][CH:19]=3)[CH:12]=[CH:11][CH:10]=[CH:9][CH:8]=1. The yield is 0.680. (5) The reactants are [CH3:1][N:2]([CH3:22])[CH2:3][CH2:4][N:5]([CH2:12][C:13]1[CH:18]=[CH:17][CH:16]=[C:15]([N+:19]([O-])=O)[CH:14]=1)[C:6](=[O:11])[C:7]([F:10])([F:9])[F:8]. The catalyst is CC(O)C.[Pd]. The product is [NH2:19][C:15]1[CH:14]=[C:13]([CH2:12][N:5]([CH2:4][CH2:3][N:2]([CH3:22])[CH3:1])[C:6](=[O:11])[C:7]([F:8])([F:9])[F:10])[CH:18]=[CH:17][CH:16]=1. The yield is 0.620. (6) The reactants are [C:1]([C:11]1[S:12][CH:13]=[CH:14][CH:15]=1)#[C:2][CH2:3][CH2:4][CH2:5][CH2:6][CH2:7][CH2:8][CH2:9][CH3:10].C([Li])CCC.C[Sn:22](Cl)(C)C.[Li]. The catalyst is O1CCCC1. The product is [SnH3:22][SH:12]1[C:11]([C:1]#[C:2][CH2:3][CH2:4][CH2:5][CH2:6][CH2:7][CH2:8][CH2:9][CH3:10])=[CH:15][CH:14]=[CH:13]1. The yield is 0.940. (7) The reactants are [Br:1][C:2]1[CH:3]=[C:4]([CH:8]=[CH:9][C:10]=1[C:11]([F:14])([F:13])[F:12])[C:5](O)=[O:6].B.C1COCC1.CO.Cl. The catalyst is C1COCC1. The product is [Br:1][C:2]1[CH:3]=[C:4]([CH2:5][OH:6])[CH:8]=[CH:9][C:10]=1[C:11]([F:13])([F:14])[F:12]. The yield is 0.810.